Dataset: Reaction yield outcomes from USPTO patents with 853,638 reactions. Task: Predict the reaction yield, written as a fraction of the theoretical maximum amount of product (1.0 means a 100% yield; for example, 0.34 means a 34% yield). (1) The reactants are [CH3:1][C:2]([S@:5](/[N:7]=[CH:8]/[C:9]1[CH:14]=[CH:13][C:12]([O:15][C:16]([F:19])([F:18])[F:17])=[CH:11][CH:10]=1)=[O:6])([CH3:4])[CH3:3].[CH3:20][Mg]Br.CCOC(C)=O.CCCCCCC. The catalyst is C(Cl)Cl.CCOCC. The product is [CH3:4][C:2]([S@:5]([NH:7][C@H:8]([C:9]1[CH:14]=[CH:13][C:12]([O:15][C:16]([F:17])([F:18])[F:19])=[CH:11][CH:10]=1)[CH3:20])=[O:6])([CH3:1])[CH3:3]. The yield is 0.620. (2) The product is [CH3:22][O:21][C:18]1[CH:19]=[CH:20][C:15]([NH:14][C:10]2[CH:11]=[CH:12][CH:13]=[C:4]([C:3]([OH:30])=[O:2])[C:5]=2[C:6]([OH:8])=[O:7])=[C:16]([O:23][C:24]2[CH:29]=[CH:28][CH:27]=[CH:26][CH:25]=2)[CH:17]=1. The yield is 0.930. The reactants are C[O:2][C:3](=[O:30])[C:4]1[C:5](=[C:10]([NH:14][C:15]2[CH:20]=[CH:19][C:18]([O:21][CH3:22])=[CH:17][C:16]=2[O:23][C:24]2[CH:29]=[CH:28][CH:27]=[CH:26][CH:25]=2)[CH:11]=[CH:12][CH:13]=1)[C:6]([O:8]C)=[O:7].[OH-].[Na+]. The catalyst is C(O)C. (3) The reactants are [Cl:1][C:2]1[CH:7]=[CH:6][C:5]([N:8]([C@H:12]2[C:21]3[C:16](=[CH:17][CH:18]=[CH:19][CH:20]=3)[N:15]([C:22](=[O:30])[C:23]3[CH:28]=[CH:27][C:26]([OH:29])=[CH:25][CH:24]=3)[C@@H:14]([CH3:31])[CH2:13]2)[C:9](=[O:11])[CH3:10])=[CH:4][CH:3]=1.C([O-])([O-])=O.[K+].[K+].Br[CH2:39][CH2:40][CH2:41][C:42]([CH3:45])([OH:44])[CH3:43]. The catalyst is CN(C=O)C. The product is [Cl:1][C:2]1[CH:3]=[CH:4][C:5]([N:8]([C@H:12]2[C:21]3[C:16](=[CH:17][CH:18]=[CH:19][CH:20]=3)[N:15]([C:22](=[O:30])[C:23]3[CH:24]=[CH:25][C:26]([O:29][CH2:39][CH2:40][CH2:41][C:42]([OH:44])([CH3:45])[CH3:43])=[CH:27][CH:28]=3)[C@@H:14]([CH3:31])[CH2:13]2)[C:9](=[O:11])[CH3:10])=[CH:6][CH:7]=1. The yield is 0.790. (4) The reactants are [CH3:1][O:2][C:3]([NH2:5])=N.Cl.C[O:8][C:9](=O)[CH2:10][C:11]#[N:12].[CH3:14][O-].[Na+]. The catalyst is CO. The product is [CH3:1][O:2][CH:3]1[CH2:14][C:11](=[NH:12])[CH2:10][C:9](=[O:8])[NH:5]1. The yield is 0.760. (5) The product is [Br:16][C:17]1[CH:18]=[C:19]([CH2:23][O:24][Si:5]([C:2]([CH3:4])([CH3:3])[CH3:1])([CH3:7])[CH3:6])[CH:20]=[CH:21][CH:22]=1. The catalyst is CN(C1C=CN=CC=1)C.C(Cl)Cl. The yield is 0.951. The reactants are [CH3:1][C:2]([Si:5](Cl)([CH3:7])[CH3:6])([CH3:4])[CH3:3].CCN(CC)CC.[Br:16][C:17]1[CH:18]=[C:19]([CH2:23][OH:24])[CH:20]=[CH:21][CH:22]=1.Cl. (6) The reactants are [F:1][C:2]([F:32])([F:31])[CH2:3][CH2:4][S:5]([O:8][C:9]1[CH:14]=[CH:13][C:12]([N:15]2[C:19]([CH3:20])=[C:18]([C:21](Cl)=[O:22])[N:17]=[C:16]2[C:24]2[CH:29]=[CH:28][CH:27]=[CH:26][C:25]=2[Cl:30])=[CH:11][CH:10]=1)(=[O:7])=[O:6].[CH:33]1([NH2:39])[CH2:38][CH2:37][CH2:36][CH2:35][CH2:34]1.[OH-].[Na+].O.C(Cl)Cl. The catalyst is C(Cl)Cl. The product is [F:32][C:2]([F:31])([F:1])[CH2:3][CH2:4][S:5]([O:8][C:9]1[CH:10]=[CH:11][C:12]([N:15]2[C:19]([CH3:20])=[C:18]([C:21]([NH:39][CH:33]3[CH2:38][CH2:37][CH2:36][CH2:35][CH2:34]3)=[O:22])[N:17]=[C:16]2[C:24]2[CH:29]=[CH:28][CH:27]=[CH:26][C:25]=2[Cl:30])=[CH:13][CH:14]=1)(=[O:7])=[O:6]. The yield is 0.0520. (7) The product is [Cl:32][C:16]1[C:17]([CH2:29][C:30]#[N:31])=[C:18]([C:27]#[N:28])[C:19]([C:20]2[CH:25]=[CH:24][CH:23]=[C:22]([F:26])[CH:21]=2)=[C:14]([CH:12]([NH:11][C:2]2[N:10]=[CH:9][N:8]=[C:7]3[C:3]=2[N:4]=[CH:5][NH:6]3)[CH3:13])[CH:15]=1. The catalyst is C(O)(C)C. The yield is 0.300. The reactants are Br[C:2]1[N:10]=[CH:9][N:8]=[C:7]2[C:3]=1[N:4]=[CH:5][NH:6]2.[NH2:11][CH:12]([C:14]1[CH:15]=[C:16]([Cl:32])[C:17]([CH2:29][C:30]#[N:31])=[C:18]([C:27]#[N:28])[C:19]=1[C:20]1[CH:25]=[CH:24][CH:23]=[C:22]([F:26])[CH:21]=1)[CH3:13].C(N(CC)C(C)C)(C)C. (8) The reactants are [O:1]=[C:2]1[CH:7]=[C:6]([C:8]2[CH:9]=[N:10][C:11]([C:14]([F:17])([F:16])[F:15])=[CH:12][CH:13]=2)[CH:5]=[CH:4][N:3]1[C:18]1[CH:23]=[CH:22][C:21]2[C:24]3[CH2:29][CH2:28][N:27](C(OC(C)(C)C)=O)[CH2:26][C:25]=3[O:37][C:20]=2[CH:19]=1.Cl. The catalyst is CO.CCOCC. The product is [CH2:26]1[C:25]2[O:37][C:20]3[CH:19]=[C:18]([N:3]4[CH:4]=[CH:5][C:6]([C:8]5[CH:9]=[N:10][C:11]([C:14]([F:17])([F:15])[F:16])=[CH:12][CH:13]=5)=[CH:7][C:2]4=[O:1])[CH:23]=[CH:22][C:21]=3[C:24]=2[CH2:29][CH2:28][NH:27]1. The yield is 0.740. (9) The reactants are Cl.Cl.[NH2:3][CH2:4][C@@:5]1(O)[CH:10]2[CH2:11][CH2:12][N:7]([CH2:8][CH2:9]2)[CH2:6]1.[C:14]([O-])([O-])=O.[Cs+].[Cs+].ClC1N=C[N:24]=[C:23]([N:27]=[C:28](SC)[S:29][CH3:30])C=1.C[N:34]([CH3:37])[CH:35]=[O:36]. No catalyst specified. The product is [CH3:30][S:29][C:28]1[N:27]=[CH:23][N:24]=[C:37]([NH:34][C:35]2[O:36][C@:5]3([CH2:4][N:3]=2)[CH:10]2[CH2:11][CH2:12][N:7]([CH2:8][CH2:9]2)[CH2:6]3)[CH:14]=1. The yield is 0.482. (10) The reactants are Br[C:2]1[C:3]([NH2:10])=[N:4][C:5]([Cl:9])=[C:6]([Br:8])[N:7]=1.C(N(CC)CC)C.[Si:18]([C:22]#[CH:23])([CH3:21])([CH3:20])[CH3:19]. The catalyst is C1COCC1.O.[Cu]I.Cl[Pd](Cl)([P](C1C=CC=CC=1)(C1C=CC=CC=1)C1C=CC=CC=1)[P](C1C=CC=CC=1)(C1C=CC=CC=1)C1C=CC=CC=1. The product is [Br:8][C:6]1[N:7]=[C:2]([C:23]#[C:22][Si:18]([CH3:21])([CH3:20])[CH3:19])[C:3]([NH2:10])=[N:4][C:5]=1[Cl:9]. The yield is 0.750.